Dataset: Reaction yield outcomes from USPTO patents with 853,638 reactions. Task: Predict the reaction yield, written as a fraction of the theoretical maximum amount of product (1.0 means a 100% yield; for example, 0.34 means a 34% yield). (1) The reactants are [NH2:1][C:2]1[CH:7]=[CH:6][CH:5]=[CH:4][C:3]=1[NH:8][C:9](=[O:33])[C:10]1[CH:15]=[CH:14][C:13]([CH:16]2[CH:20]=[CH:19][CH:18]([C:21]3[CH:26]=[C:25]([O:27][CH3:28])[C:24]([O:29][CH3:30])=[C:23]([O:31][CH3:32])[CH:22]=3)[O:17]2)=[CH:12][CH:11]=1. The catalyst is CCOC(C)=O.O=[Pt]=O. The product is [NH2:1][C:2]1[CH:7]=[CH:6][CH:5]=[CH:4][C:3]=1[NH:8][C:9](=[O:33])[C:10]1[CH:11]=[CH:12][C:13]([CH:16]2[CH2:20][CH2:19][CH:18]([C:21]3[CH:22]=[C:23]([O:31][CH3:32])[C:24]([O:29][CH3:30])=[C:25]([O:27][CH3:28])[CH:26]=3)[O:17]2)=[CH:14][CH:15]=1. The yield is 0.230. (2) The reactants are [NH2:1][C:2]1[CH:3]=[C:4]([CH:10]=[CH:11][C:12]=1[F:13])[C:5]([O:7][CH2:8][CH3:9])=[O:6].N1C=CC=CC=1.[F:20][C:21]1[CH:26]=[CH:25][CH:24]=[C:23]([F:27])[C:22]=1[S:28](Cl)(=[O:30])=[O:29]. The catalyst is C(Cl)Cl. The product is [F:20][C:21]1[CH:26]=[CH:25][CH:24]=[C:23]([F:27])[C:22]=1[S:28]([NH:1][C:2]1[CH:3]=[C:4]([CH:10]=[CH:11][C:12]=1[F:13])[C:5]([O:7][CH2:8][CH3:9])=[O:6])(=[O:30])=[O:29]. The yield is 0.660. (3) The reactants are [H-].[Na+].[CH3:3][NH:4][C:5](=[O:10])[C:6]([F:9])([F:8])[F:7].Br[CH2:12][CH2:13][CH2:14][CH2:15][CH:16]=[CH2:17].O. The catalyst is CN(C=O)C. The product is [F:7][C:6]([F:9])([F:8])[C:5]([N:4]([CH2:17][CH2:16][CH2:15][CH2:14][CH:13]=[CH2:12])[CH3:3])=[O:10]. The yield is 0.560. (4) The reactants are [CH3:1][N:2]1[C:10]2[C:5](=[CH:6][CH:7]=[CH:8][CH:9]=2)[C:4]([C:11]([OH:13])=O)=[CH:3]1.[Cl:14][C:15]1[CH:16]=[C:17]([CH:19]=[CH:20][CH:21]=1)[NH2:18].Cl.CN(C)CCCN=C=NCC. The catalyst is C(Cl)Cl.CN(C1C=CN=CC=1)C. The product is [Cl:14][C:15]1[CH:16]=[C:17]([NH:18][C:11]([C:4]2[C:5]3[C:10](=[CH:9][CH:8]=[CH:7][CH:6]=3)[N:2]([CH3:1])[CH:3]=2)=[O:13])[CH:19]=[CH:20][CH:21]=1. The yield is 0.330. (5) The reactants are [K].C([C:5]([F:16])([F:15])[C:6]1[N:7]=[CH:8][C:9]([C:12]([OH:14])=[O:13])=[N:10][CH:11]=1)(O)=O.C(OC(C)C)(=O)C.S(=O)(=O)(O)O.[OH-].[Na+].Cl. The catalyst is O. The product is [F:16][CH:5]([F:15])[C:6]1[N:7]=[CH:8][C:9]([C:12]([OH:14])=[O:13])=[N:10][CH:11]=1. The yield is 0.640. (6) The product is [O:1]=[C:2]1[NH:7][C:6]2[CH:8]=[C:9]([CH2:12][N:13]3[CH2:14][CH2:15][N:16]([C:19]4[CH:28]=[CH:27][C:22]([C:23]([OH:25])=[O:24])=[CH:21][CH:20]=4)[CH2:17][CH2:18]3)[CH:10]=[N:11][C:5]=2[N:4]2[CH2:29][CH2:30][CH2:31][CH2:32][C@@H:3]12. The yield is 0.830. The reactants are [O:1]=[C:2]1[NH:7][C:6]2[CH:8]=[C:9]([CH2:12][N:13]3[CH2:18][CH2:17][N:16]([C:19]4[CH:28]=[CH:27][C:22]([C:23]([O:25]C)=[O:24])=[CH:21][CH:20]=4)[CH2:15][CH2:14]3)[CH:10]=[N:11][C:5]=2[N:4]2[CH2:29][CH2:30][CH2:31][CH2:32][C@@H:3]12.[Li+].[OH-]. The catalyst is O1CCOCC1.